From a dataset of Full USPTO retrosynthesis dataset with 1.9M reactions from patents (1976-2016). Predict the reactants needed to synthesize the given product. (1) The reactants are: [Cl:1][C:2]1[CH:25]=[N:24][C:5]2=[N:6][C:7]([N:12]3[CH2:15][CH:14]([NH:16][C:17](=[O:23])[O:18][C:19]([CH3:22])([CH3:21])[CH3:20])[CH2:13]3)=[C:8]([NH:10][NH2:11])[N:9]=[C:4]2[CH:3]=1.[CH:26](OC)(OC)OC. Given the product [Cl:1][C:2]1[CH:25]=[N:24][C:5]2[N:6]=[C:7]([N:12]3[CH2:15][CH:14]([NH:16][C:17](=[O:23])[O:18][C:19]([CH3:20])([CH3:21])[CH3:22])[CH2:13]3)[C:8]3[N:9]([CH:26]=[N:11][N:10]=3)[C:4]=2[CH:3]=1, predict the reactants needed to synthesize it. (2) Given the product [CH2:1]([CH:3]1[N:12]2[C:7](=[CH:8][C:9](=[O:18])[C:10]([C:13]([O:15][CH2:16][CH3:17])=[O:14])=[CH:11]2)[C:6]2[CH:19]=[C:20]([O:24][CH3:25])[C:21]([O:23][CH2:27][CH2:28][S:29][CH3:30])=[CH:22][C:5]=2[CH2:4]1)[CH3:2], predict the reactants needed to synthesize it. The reactants are: [CH2:1]([CH:3]1[N:12]2[C:7](=[CH:8][C:9](=[O:18])[C:10]([C:13]([O:15][CH2:16][CH3:17])=[O:14])=[CH:11]2)[C:6]2[CH:19]=[C:20]([O:24][CH3:25])[C:21]([OH:23])=[CH:22][C:5]=2[CH2:4]1)[CH3:2].Br[CH2:27][CH2:28][S:29][CH3:30].C([O-])([O-])=O.[K+].[K+]. (3) Given the product [OH:35][CH2:36][C@@H:37]1[CH2:18][C:17]2[C:34](=[CH:26][CH:27]=[CH:28][CH:29]=2)[CH2:33][N:32]1[C:10](=[O:12])[C@@H:9]([NH:8][C:6](=[O:7])[O:5][C:1]([CH3:2])([CH3:3])[CH3:4])[C:13]([CH3:16])([CH3:15])[CH3:14], predict the reactants needed to synthesize it. The reactants are: [C:1]([O:5][C:6]([NH:8][C@@H:9]([C:13]([CH3:16])([CH3:15])[CH3:14])[C:10]([OH:12])=O)=[O:7])([CH3:4])([CH3:3])[CH3:2].[CH2:17](Cl)[CH2:18]Cl.N1[C:29]2C(=N[CH:26]=[CH:27][CH:28]=2)N(O)N=1.C[N:32]1[CH2:37][CH2:36][O:35][CH2:34][CH2:33]1. (4) Given the product [F:23][C:24]1[CH:32]=[C:31]([CH:27]=[CH:26][N:25]=1)[C:4]([NH:58][C:55]1([C:53](=[O:54])[NH:52][CH2:51][C:50]2[CH:59]=[CH:60][C:47]([O:46][C:45]3[CH:61]=[CH:62][C:42]([O:41][CH3:40])=[CH:43][C:44]=3[C:63]([F:64])([F:65])[F:66])=[CH:48][CH:49]=2)[CH2:56][CH2:57]1)=[O:8], predict the reactants needed to synthesize it. The reactants are: CN([C:4]([O:8]N1N=NC2C=CC=CC1=2)=[N+](C)C)C.[B-](F)(F)(F)F.[F:23][C:24]1[CH:32]=[CH:31][C:27](C(O)=O)=[CH:26][N:25]=1.FC(F)(F)C(O)=O.[CH3:40][O:41][C:42]1[CH:62]=[CH:61][C:45]([O:46][C:47]2[CH:60]=[CH:59][C:50]([CH2:51][NH:52][C:53]([C:55]3([NH2:58])[CH2:57][CH2:56]3)=[O:54])=[CH:49][CH:48]=2)=[C:44]([C:63]([F:66])([F:65])[F:64])[CH:43]=1. (5) Given the product [Cl:1][C:2]1[CH:7]=[CH:6][C:5]([C:8]2[N:12]([CH:13]([CH:17]3[CH2:22][CH2:21][C:20]([F:24])([F:23])[CH2:19][CH2:18]3)[CH2:14][OH:15])[C:11]3[CH:25]=[C:26]([F:30])[C:27]([F:29])=[CH:28][C:10]=3[N:9]=2)=[CH:4][CH:3]=1, predict the reactants needed to synthesize it. The reactants are: [Cl:1][C:2]1[CH:7]=[CH:6][C:5]([C:8]2[N:12]([CH:13]([CH:17]3[CH2:22][CH2:21][C:20]([F:24])([F:23])[CH2:19][CH2:18]3)[C:14](O)=[O:15])[C:11]3[CH:25]=[C:26]([F:30])[C:27]([F:29])=[CH:28][C:10]=3[N:9]=2)=[CH:4][CH:3]=1.[H-].[Al+3].[Li+].[H-].[H-].[H-]. (6) The reactants are: [NH2:1][C:2]1[CH:3]=[C:4]([N:8]([CH2:18][C:19]2[CH:24]=[CH:23][CH:22]=[CH:21][CH:20]=2)[S:9]([C:12]2[CH:17]=[CH:16][CH:15]=[CH:14][CH:13]=2)(=[O:11])=[O:10])[CH:5]=[CH:6][CH:7]=1.[CH3:25][N:26]1[C:30]([C:31](O)=[O:32])=[CH:29][N:28]=[CH:27]1.Cl.CN(C)CCCN=C=NCC.SC1SC2C=CC=CC=2N=1.C(N(CC)CC)C. Given the product [C:12]1([S:9]([N:8]([CH2:18][C:19]2[CH:20]=[CH:21][CH:22]=[CH:23][CH:24]=2)[C:4]2[CH:3]=[C:2]([NH:1][C:31]([C:30]3[N:26]([CH3:25])[CH:27]=[N:28][CH:29]=3)=[O:32])[CH:7]=[CH:6][CH:5]=2)(=[O:11])=[O:10])[CH:17]=[CH:16][CH:15]=[CH:14][CH:13]=1, predict the reactants needed to synthesize it. (7) The reactants are: [Cl:1][C:2]1[CH:7]=[C:6]([CH2:8][NH:9][C:10]([NH2:26])=[N:11][C:12](=[O:25])[CH2:13][C:14]2[C:22]3[C:17](=[CH:18][CH:19]=[C:20](OC)[CH:21]=3)[NH:16][CH:15]=2)[CH:5]=[C:4]([Cl:27])[C:3]=1[NH:28]C(=O)C.[Br:32]C1C=C2C(=CC=1)NC=C2CC(O)=O.COC1C=C2C(=CC=1)NC=C2CC(N(C(SC)=N)C(=O)OC(C)(C)C)=O.ClC1C=C(C=C(Cl)C=1N)CN. Given the product [NH2:28][C:3]1[C:2]([Cl:1])=[CH:7][C:6]([CH2:8][NH:9][C:10]([NH:11][C:12](=[O:25])[CH2:13][C:14]2[C:22]3[C:17](=[CH:18][CH:19]=[C:20]([Br:32])[CH:21]=3)[NH:16][CH:15]=2)=[NH:26])=[CH:5][C:4]=1[Cl:27], predict the reactants needed to synthesize it. (8) The reactants are: [C:1]([NH:4][C:5]1[S:6][C:7]([C:11]2[N:12]=[C:13]([C:16](Cl)=[O:17])[S:14][CH:15]=2)=[C:8]([CH3:10])[N:9]=1)(=[O:3])[CH3:2].C([N:21](CC)CC)C. Given the product [C:1]([NH:4][C:5]1[S:6][C:7]([C:11]2[N:12]=[C:13]([C:16]([NH2:21])=[O:17])[S:14][CH:15]=2)=[C:8]([CH3:10])[N:9]=1)(=[O:3])[CH3:2], predict the reactants needed to synthesize it. (9) Given the product [O:17]=[C:5]1[NH:4][CH2:3][CH2:2][N:6]1[C:7]1[CH:16]=[CH:15][C:10]([C:11]([O:13][CH3:14])=[O:12])=[CH:9][CH:8]=1, predict the reactants needed to synthesize it. The reactants are: Cl[CH2:2][CH2:3][NH:4][C:5](=[O:17])[NH:6][C:7]1[CH:16]=[CH:15][C:10]([C:11]([O:13][CH3:14])=[O:12])=[CH:9][CH:8]=1.C([O-])([O-])=O.[K+].[K+].